Task: Regression/Classification. Given a drug SMILES string, predict its absorption, distribution, metabolism, or excretion properties. Task type varies by dataset: regression for continuous measurements (e.g., permeability, clearance, half-life) or binary classification for categorical outcomes (e.g., BBB penetration, CYP inhibition). For this dataset (clearance_microsome_az), we predict log10(clearance) (log10 of the in vitro intrinsic clearance, CLint, in uL/min per mg of human liver microsomal protein, equivalently mL/min/g; values are censored to the assay range of 3 to 150, which is 0.477 to 2.18 on this log10 scale).. Dataset: Microsomal clearance measurements from AstraZeneca (1) The drug is CCCCOc1nc(N)c2[nH]c(=O)n(Cc3cccc(CC(=O)O)c3)c2n1. The log10(clearance) is 0.480. (2) The drug is CCc1cnn2c(NCc3ccc[n+]([O-])c3)cc(N3CCCC[C@H]3CCO)nc12. The log10(clearance) is 2.18. (3) The compound is CCCCNC(=O)NS(=O)(=O)c1ccc(C)cc1. The log10(clearance) is 0.800. (4) The drug is CC1N=C(N)N=C(N)N1c1ccc(Cl)cc1. The log10(clearance) is 0.520.